From a dataset of Peptide-MHC class I binding affinity with 185,985 pairs from IEDB/IMGT. Regression. Given a peptide amino acid sequence and an MHC pseudo amino acid sequence, predict their binding affinity value. This is MHC class I binding data. The MHC is HLA-A30:01 with pseudo-sequence HLA-A30:01. The peptide sequence is EITGPIIMI. The binding affinity (normalized) is 0.0847.